This data is from Full USPTO retrosynthesis dataset with 1.9M reactions from patents (1976-2016). The task is: Predict the reactants needed to synthesize the given product. (1) Given the product [O:56]=[C:55]([N:11]1[CH2:12][CH:9]([O:8][CH2:7][C:3]2[S:2][CH:6]=[CH:5][CH:4]=2)[CH2:10]1)/[CH:54]=[CH:53]/[C:51]1[CH:52]=[C:47]2[NH:46][C:45](=[O:44])[NH:58][C:48]2=[N:49][CH:50]=1, predict the reactants needed to synthesize it. The reactants are: Cl.[S:2]1[CH:6]=[CH:5][CH:4]=[C:3]1[CH2:7][O:8][CH:9]1[CH2:12][NH:11][CH2:10]1.CCN=C=NCCCN(C)C.C1C=CC2N(O)N=NC=2C=1.C(N(C(C)C)CC)(C)C.Cl.[O:44]=[C:45]1[NH:58][C:48]2=[N:49][CH:50]=[C:51](/[CH:53]=[CH:54]/[C:55](O)=[O:56])[CH:52]=[C:47]2[NH:46]1. (2) Given the product [CH:1]1([CH2:5][O:6][C:7]2[CH:8]=[CH:9][C:10]3[O:14][C:13]([N:15]4[CH2:16][CH2:17][CH:18]([O:21][CH2:22][C@@H:23]([NH:25][C:26](=[O:32])[CH3:35])[CH3:24])[CH2:19][CH2:20]4)=[N:12][C:11]=3[CH:33]=2)[CH2:2][CH2:3][CH2:4]1, predict the reactants needed to synthesize it. The reactants are: [CH:1]1([CH2:5][O:6][C:7]2[CH:8]=[CH:9][C:10]3[O:14][C:13]([N:15]4[CH2:20][CH2:19][CH:18]([O:21][CH2:22][C@@H:23]([NH:25][C:26](=[O:32])OC(C)(C)C)[CH3:24])[CH2:17][CH2:16]4)=[N:12][C:11]=3[CH:33]=2)[CH2:4][CH2:3][CH2:2]1.Cl.[C:35](OCC)(=O)C. (3) Given the product [C:61]([C:65]1[CH:69]=[C:68]([CH2:70][NH:71][C:18](=[O:20])[CH:17]([C:14]2[CH:13]=[CH:12][C:11]([C:9]([NH:8][C:5]3[CH:4]=[CH:3][C:2]([F:1])=[CH:7][CH:6]=3)=[O:10])=[N:16][CH:15]=2)[CH3:21])[N:67]([C:72]2[CH:77]=[CH:76][CH:75]=[C:74]([Cl:78])[CH:73]=2)[N:66]=1)([CH3:64])([CH3:62])[CH3:63], predict the reactants needed to synthesize it. The reactants are: [F:1][C:2]1[CH:7]=[CH:6][C:5]([NH:8][C:9]([C:11]2[N:16]=[CH:15][C:14]([CH:17]([CH3:21])[C:18]([OH:20])=O)=[CH:13][CH:12]=2)=[O:10])=[CH:4][CH:3]=1.ON1C2C=CC=CC=2N=N1.F[B-](F)(F)F.N1(OC(N(C)C)=[N+](C)C)C2C=CC=CC=2N=N1.C(N(CC)CC)C.[C:61]([C:65]1[CH:69]=[C:68]([CH2:70][NH2:71])[N:67]([C:72]2[CH:77]=[CH:76][CH:75]=[C:74]([Cl:78])[CH:73]=2)[N:66]=1)([CH3:64])([CH3:63])[CH3:62]. (4) Given the product [CH2:22]([CH:16]1[C:17](=[O:18])[N:1]2[C:9]3[CH:8]=[CH:7][CH:6]=[N:5][C:4]=3[N:3]=[C:2]2[C:10]([C:11]#[N:12])=[C:13]1[CH3:14])[CH2:23][CH2:24][CH3:25], predict the reactants needed to synthesize it. The reactants are: [N:1]1[C:9]2[C:4](=[N:5][CH:6]=[CH:7][CH:8]=2)[NH:3][C:2]=1[CH2:10][C:11]#[N:12].[C:13]([CH:16]([CH2:22][CH2:23][CH2:24][CH3:25])[C:17](OCC)=[O:18])(=O)[CH3:14].C([O-])(=O)C.[NH4+].O. (5) Given the product [F:31][C:30]([F:33])([F:32])[C:28]([OH:34])=[O:29].[CH3:24][O:23][C:20]1[CH:21]=[C:22]2[C:17](=[CH:18][C:19]=1[O:25][CH3:26])[N:16]=[CH:15][N:14]=[C:13]2[N:10]1[CH2:11][CH2:12][CH:8]([NH2:7])[CH2:9]1, predict the reactants needed to synthesize it. The reactants are: C(OC(=O)[NH:7][CH:8]1[CH2:12][CH2:11][N:10]([C:13]2[C:22]3[C:17](=[CH:18][C:19]([O:25][CH3:26])=[C:20]([O:23][CH3:24])[CH:21]=3)[N:16]=[CH:15][N:14]=2)[CH2:9]1)(C)(C)C.[C:28]([OH:34])([C:30]([F:33])([F:32])[F:31])=[O:29].C(Cl)Cl. (6) Given the product [Cl:13][C:14]1[N:15]=[C:16]([CH3:21])[N:17]=[C:18]([NH:1][C:2]2[S:3][C:4]([C:7]([O:9][CH3:10])=[O:8])=[CH:5][N:6]=2)[CH:19]=1, predict the reactants needed to synthesize it. The reactants are: [NH2:1][C:2]1[S:3][C:4]([C:7]([O:9][CH3:10])=[O:8])=[CH:5][N:6]=1.[H-].[Na+].[Cl:13][C:14]1[CH:19]=[C:18](Cl)[N:17]=[C:16]([CH3:21])[N:15]=1. (7) Given the product [CH3:1][C:2]1[N:3]([C:7]2[CH:12]=[CH:11][C:10]([NH2:13])=[CH:9][C:8]=2[C:16]([F:19])([F:17])[F:18])[CH:4]=[CH:5][N:6]=1, predict the reactants needed to synthesize it. The reactants are: [CH3:1][C:2]1[N:3]([C:7]2[CH:12]=[CH:11][C:10]([N+:13]([O-])=O)=[CH:9][C:8]=2[C:16]([F:19])([F:18])[F:17])[CH:4]=[CH:5][N:6]=1. (8) Given the product [Br:12][C:13]1[CH:18]=[CH:17][C:16]([CH2:19][O:8][C:5]2[CH:6]=[CH:7][C:2]([Cl:1])=[C:3]([N+:9]([O-:11])=[O:10])[CH:4]=2)=[CH:15][CH:14]=1, predict the reactants needed to synthesize it. The reactants are: [Cl:1][C:2]1[CH:7]=[CH:6][C:5]([OH:8])=[CH:4][C:3]=1[N+:9]([O-:11])=[O:10].[Br:12][C:13]1[CH:18]=[CH:17][C:16]([CH2:19]Br)=[CH:15][CH:14]=1. (9) Given the product [CH2:17]([CH:22]1[CH2:23][CH2:24][CH:25]([NH:28][C:4]([C:6]2[O:10][N:9]=[C:8]([C:11]3[CH:12]=[CH:13][N:14]=[CH:15][CH:16]=3)[N:7]=2)=[O:5])[CH2:26][CH2:27]1)[CH2:18][CH2:19][CH2:20][CH3:21], predict the reactants needed to synthesize it. The reactants are: C(O[C:4]([C:6]1[O:10][N:9]=[C:8]([C:11]2[CH:16]=[CH:15][N:14]=[CH:13][CH:12]=2)[N:7]=1)=[O:5])C.[CH2:17]([CH:22]1[CH2:27][CH2:26][CH:25]([NH2:28])[CH2:24][CH2:23]1)[CH2:18][CH2:19][CH2:20][CH3:21].C([Al](CC)CC)C.C([O-])(O)=O.[Na+]. (10) The reactants are: C([N:8]1[C:12]2[C:13](=[O:30])[N:14]([CH3:29])[CH:15]=[C:16]([C:17]3[CH:22]=[C:21]([S:23]([CH2:26][CH3:27])(=[O:25])=[O:24])[CH:20]=[CH:19][C:18]=3[F:28])[C:11]=2[CH:10]=[C:9]1[C:31]([O:33][CH2:34][CH3:35])=[O:32])C1C=CC=CC=1.C1(OC)C=CC=CC=1.OS(O)(=O)=O.FC(F)(F)C(O)=O. Given the product [CH2:26]([S:23]([C:21]1[CH:20]=[CH:19][C:18]([F:28])=[C:17]([C:16]2[C:11]3[CH:10]=[C:9]([C:31]([O:33][CH2:34][CH3:35])=[O:32])[NH:8][C:12]=3[C:13](=[O:30])[N:14]([CH3:29])[CH:15]=2)[CH:22]=1)(=[O:24])=[O:25])[CH3:27], predict the reactants needed to synthesize it.